From a dataset of Reaction yield outcomes from USPTO patents with 853,638 reactions. Predict the reaction yield, written as a fraction of the theoretical maximum amount of product (1.0 means a 100% yield; for example, 0.34 means a 34% yield). (1) The reactants are [CH2:1]([O:8][C:9]1[CH:14]=[CH:13][C:12]([CH2:15][CH2:16][CH2:17][N:18]([CH:21]2[CH2:26][CH2:25][CH2:24][CH2:23][CH2:22]2)[CH2:19][CH3:20])=[CH:11][CH:10]=1)C1C=CC=CC=1.C([NH:29][CH:30]1[CH2:35][CH2:34][CH2:33][CH2:32][CH2:31]1)C.C([O-])([O-])=[O:37].[K+].[K+]. The catalyst is CC#N. The product is [O:37]1[C:31]2[CH:32]=[CH:33][CH:34]=[CH:35][C:30]=2[N:29]=[C:1]1[O:8][C:9]1[CH:10]=[CH:11][C:12]([CH2:15][CH2:16][CH2:17][N:18]([CH:21]2[CH2:22][CH2:23][CH2:24][CH2:25][CH2:26]2)[CH2:19][CH3:20])=[CH:13][CH:14]=1. The yield is 0.830. (2) The reactants are [Br:1][C:2]1[CH:7]=[CH:6][C:5]([C:8](=[O:14])[CH2:9][CH2:10][C:11]([OH:13])=[O:12])=[CH:4][CH:3]=1.OS(O)(=O)=O.[CH3:20]O. No catalyst specified. The product is [Br:1][C:2]1[CH:3]=[CH:4][C:5]([C:8](=[O:14])[CH2:9][CH2:10][C:11]([O:13][CH3:20])=[O:12])=[CH:6][CH:7]=1. The yield is 0.890. (3) The reactants are [F:1][C:2]1([F:33])[CH2:7][CH2:6][N:5]([C:8]([C:10]2[N:28](S(C)(=O)=O)[C:13]3=[N:14][CH:15]=[C:16]([O:18][CH2:19][CH2:20][CH2:21][N:22]4[CH2:26][CH2:25][CH2:24][C@H:23]4[CH3:27])[CH:17]=[C:12]3[CH:11]=2)=[O:9])[CH2:4][CH2:3]1.[H-].[Na+].CS(O[CH2:41][C:42]([F:45])([F:44])[F:43])(=O)=O. No catalyst specified. The product is [F:1][C:2]1([F:33])[CH2:7][CH2:6][N:5]([C:8]([C:10]2[N:28]([CH2:41][C:42]([F:45])([F:44])[F:43])[C:13]3=[N:14][CH:15]=[C:16]([O:18][CH2:19][CH2:20][CH2:21][N:22]4[CH2:26][CH2:25][CH2:24][C@H:23]4[CH3:27])[CH:17]=[C:12]3[CH:11]=2)=[O:9])[CH2:4][CH2:3]1. The yield is 0.620. (4) The yield is 0.820. The reactants are [CH2:1]([O:3][C:4]([C:6]1([NH:11][C:12]([CH:14]2[CH2:18][CH:17]([O:19][C:20]3[C:29]4[C:24](=[C:25]([CH3:32])[C:26]([O:30][CH3:31])=[CH:27][CH:28]=4)[N:23]=C(C4C=CC=C(C)N=4)[CH:21]=3)[CH2:16][CH:15]2[C:40](O)=[O:41])=[O:13])[CH2:8][CH:7]1[CH:9]=[CH2:10])=[O:5])[CH3:2].Cl.[CH3:44][NH:45][CH2:46][CH2:47][CH2:48][CH2:49][CH:50]=[CH2:51].[CH:52]([N:55]([CH:58]([CH3:60])[CH3:59])CC)([CH3:54])[CH3:53].[CH3:61]N(C(ON1N=NC2C=CC=NC1=2)=[N+](C)C)C.F[P-](F)(F)(F)(F)F. The catalyst is CN(C=O)C. The product is [CH2:1]([O:3][C:4]([C:6]1([NH:11][C:12]([CH:14]2[CH2:18][CH:17]([O:19][C:20]3[C:29]4[C:24](=[C:25]([CH3:32])[C:26]([O:30][CH3:31])=[CH:27][CH:28]=4)[N:23]=[C:60]([C:58]4[CH:59]=[CH:61][CH:54]=[C:52]([CH3:53])[N:55]=4)[CH:21]=3)[CH2:16][CH:15]2[C:40](=[O:41])[N:45]([CH2:46][CH2:47][CH2:48][CH2:49][CH:50]=[CH2:51])[CH3:44])=[O:13])[CH2:8][CH:7]1[CH:9]=[CH2:10])=[O:5])[CH3:2]. (5) The reactants are [O:1]=[C:2]1[CH2:5][CH:4]([C:6]([OH:8])=[O:7])[CH2:3]1.[CH2:9](O)[C:10]1[CH:15]=[CH:14][CH:13]=[CH:12][CH:11]=1. The catalyst is C1(C)C=CC=CC=1.C1(C)C=CC(S(O)(=O)=O)=CC=1. The product is [O:1]=[C:2]1[CH2:5][CH:4]([C:6]([O:8][CH2:9][C:10]2[CH:15]=[CH:14][CH:13]=[CH:12][CH:11]=2)=[O:7])[CH2:3]1. The yield is 0.890.